This data is from Full USPTO retrosynthesis dataset with 1.9M reactions from patents (1976-2016). The task is: Predict the reactants needed to synthesize the given product. (1) Given the product [N+:6]([C:9]1[C:10]2[O:11][C:12]([C:13]([OH:15])=[O:14])=[CH:16][C:17](=[O:19])[C:20]=2[CH:21]=[CH:22][CH:23]=1)([O-:8])=[O:7], predict the reactants needed to synthesize it. The reactants are: S(=O)(=O)(O)O.[N+:6]([C:9]1[CH:23]=[CH:22][CH:21]=[CH:20][C:10]=1[O:11]/[C:12](=[CH:16]\[C:17]([OH:19])=O)/[C:13]([OH:15])=[O:14])([O-:8])=[O:7].[N+](C1C=CC=CC=1O/C(=C/C(O)=O)/C(O)=O)([O-])=O. (2) Given the product [CH3:8][C:4]1[C:3]2[C:9](=[O:10])[C:11]3[C:16](=[CH:15][CH:14]=[CH:13][C:12]=3[CH3:17])[C:2]=2[CH:7]=[CH:6][CH:5]=1, predict the reactants needed to synthesize it. The reactants are: N[C:2]1[CH:7]=[CH:6][CH:5]=[C:4]([CH3:8])[C:3]=1[C:9]([C:11]1[CH:16]=[CH:15][CH:14]=[CH:13][C:12]=1[CH3:17])=[O:10].N([O-])=O.[Na+]. (3) Given the product [PH:3](=[O:18])([O:4][O:22][CH:23]([CH3:26])[CH3:24])[O:14][CH2:15][CH3:17], predict the reactants needed to synthesize it. The reactants are: C([P:3](=[O:18])([O:14][CH:15]([CH3:17])C)[O:4]C1C=CC([N+]([O-])=O)=CC=1)C.C(P(=O)(OC1C=CC([N+]([O-])=O)=CC=1)[O:22][CH:23]([CH3:26])[CH2:24]F)C.C(P(=O)(OC1C=CC([N+]([O-])=O)=CC=1)OC(C)CCl)C.C(P(=O)(OC1C=CC([N+]([O-])=O)=CC=1)OC(C)CBr)C.C(P(=O)(OC1C=CC([N+]([O-])=O)=CC=1)OC(C)CI)C.C(P(OC1C=CC([N+]([O-])=O)=CC=1C(C)COS(C1C=CC(C)=CC=1)(=O)=O)(=O)[O-])C. (4) The reactants are: CN(C)[N:3]=[CH:4][C:5]1[CH:13]=[CH:12][CH:11]=[C:10]2[C:6]=1[C:7](=[O:23])[N:8]([CH:15]1[CH2:20][CH2:19][C:18](=[O:21])[NH:17][C:16]1=[O:22])[C:9]2=[O:14].[H][H]. Given the product [NH2:3][CH2:4][C:5]1[CH:13]=[CH:12][CH:11]=[C:10]2[C:6]=1[C:7](=[O:23])[N:8]([CH:15]1[CH2:20][CH2:19][C:18](=[O:21])[NH:17][C:16]1=[O:22])[C:9]2=[O:14], predict the reactants needed to synthesize it.